From a dataset of Rat liver microsome stability data. Regression/Classification. Given a drug SMILES string, predict its absorption, distribution, metabolism, or excretion properties. Task type varies by dataset: regression for continuous measurements (e.g., permeability, clearance, half-life) or binary classification for categorical outcomes (e.g., BBB penetration, CYP inhibition). Dataset: rlm. (1) The molecule is COc1cc(C(=O)c2c[nH]c(-c3ccc(C)cc3)n2)cc(OC)c1OC. The result is 1 (stable in rat liver microsomes). (2) The compound is COc1ccc(NC(=O)N[C@@H](Cc2c[nH]c3ccccc23)C(=O)NCC2(c3ccccn3)CCCCC2)cc1. The result is 1 (stable in rat liver microsomes). (3) The compound is Nc1ncnc2c1ncn2[C@H]1O[C@@H](CO)[C@@H](O)[C@H]1N. The result is 0 (unstable in rat liver microsomes).